This data is from Full USPTO retrosynthesis dataset with 1.9M reactions from patents (1976-2016). The task is: Predict the reactants needed to synthesize the given product. (1) Given the product [F:21][C:22]1[N:26]([CH:27]([CH3:28])[CH3:29])[N:25]=[CH:24][C:23]=1[C:5]1[NH:6][C:7]2[N:8]([N:11]=[CH:12][C:13]=2[C:14]#[N:15])[C:9](=[O:10])[C:4]=1[CH:1]([CH3:3])[CH3:2], predict the reactants needed to synthesize it. The reactants are: [CH:1]([C:4]1[C:9](=[O:10])[N:8]2[N:11]=[CH:12][C:13]([C:14]#[N:15])=[C:7]2[NH:6][C:5]=1C1C=NNC=1)([CH3:3])[CH3:2].[F:21][C:22]1[N:26]([CH:27]([CH3:29])[CH3:28])[N:25]=[CH:24][C:23]=1B1OC(C)(C)C(C)(C)O1. (2) Given the product [Br:1][C:2]1[C:3]([F:12])=[C:4]([NH:15][C:19](=[O:29])[O:43][C:40]([CH3:42])([CH3:41])[CH3:39])[CH:8]=[C:9]([CH3:11])[CH:10]=1, predict the reactants needed to synthesize it. The reactants are: [Br:1][C:2]1[C:3]([F:12])=[C:4]([CH:8]=[C:9]([CH3:11])[CH:10]=1)C(O)=O.CC[N:15]([CH:19](C)C)C(C)C.C1C=CC(P(N=[N+]=[N-])(C2C=CC=CC=2)=[O:29])=CC=1.[CH3:39][C:40]([OH:43])([CH3:42])[CH3:41]. (3) Given the product [N:24]1[N:58]=[C:21]([C:27]2[CH:39]=[CH:38][C:42]([C:6]3[N:7]=[C:2]4[N:11]([CH2:12][C:13]([N:55]5[CH2:54][CH2:53][O:52][CH2:50][CH2:51]5)=[O:15])[C:10](=[O:18])[NH:9][C:3]4=[N:4][CH:5]=3)=[CH:40][CH:41]=2)[NH:22][CH:23]=1, predict the reactants needed to synthesize it. The reactants are: Br[C:2]1[C:3]([NH:9][C:10](=[O:18])[NH:11][CH2:12][C:13]([O:15]CC)=O)=[N:4][CH:5]=[C:6](Br)[N:7]=1.BrC1[C:21]([NH2:27])=[N:22][CH:23]=[C:24](Br)N=1.C(N1[CH:39]=[CH:38]N=C1)(N1C=CN=C1)=O.[CH:40](N(C(C)C)CC)([CH3:42])[CH3:41].Cl.[CH2:50]([O:52][C:53](=O)[CH2:54][NH2:55])[CH3:51].C[N:58](C)C=O. (4) Given the product [CH2:27]([O:29][C:30]([C:32]1([C:35]2[CH:40]=[CH:39][C:38]([C:2]3[CH:7]=[CH:6][C:5]([C:8]4[O:12][N:11]=[C:10]([CH3:13])[C:9]=4[CH:14]([OH:15])[C:16]4[O:17][C:18]([C:21]5[CH:26]=[CH:25][CH:24]=[CH:23][CH:22]=5)=[N:19][N:20]=4)=[CH:4][CH:3]=3)=[CH:37][CH:36]=2)[CH2:33][CH2:34]1)=[O:31])[CH3:28], predict the reactants needed to synthesize it. The reactants are: Br[C:2]1[CH:7]=[CH:6][C:5]([C:8]2[O:12][N:11]=[C:10]([CH3:13])[C:9]=2[CH:14]([C:16]2[O:17][C:18]([C:21]3[CH:26]=[CH:25][CH:24]=[CH:23][CH:22]=3)=[N:19][N:20]=2)[OH:15])=[CH:4][CH:3]=1.[CH2:27]([O:29][C:30]([C:32]1([C:35]2[CH:40]=[CH:39][C:38](B3OC(C)(C)C(C)(C)O3)=[CH:37][CH:36]=2)[CH2:34][CH2:33]1)=[O:31])[CH3:28].